This data is from Peptide-MHC class I binding affinity with 185,985 pairs from IEDB/IMGT. The task is: Regression. Given a peptide amino acid sequence and an MHC pseudo amino acid sequence, predict their binding affinity value. This is MHC class I binding data. (1) The peptide sequence is KRLQILGYL. The MHC is HLA-B57:01 with pseudo-sequence HLA-B57:01. The binding affinity (normalized) is 0.0847. (2) The peptide sequence is TLPETTVVRR. The MHC is HLA-A03:01 with pseudo-sequence HLA-A03:01. The binding affinity (normalized) is 0.107. (3) The MHC is HLA-A02:01 with pseudo-sequence HLA-A02:01. The binding affinity (normalized) is 1.00. The peptide sequence is ILTLANWCL. (4) The peptide sequence is FTMGVLCLAI. The MHC is HLA-A02:03 with pseudo-sequence HLA-A02:03. The binding affinity (normalized) is 0.794. (5) The peptide sequence is RVASPTSGV. The MHC is HLA-A02:01 with pseudo-sequence HLA-A02:01. The binding affinity (normalized) is 0.456.